This data is from Reaction yield outcomes from USPTO patents with 853,638 reactions. The task is: Predict the reaction yield, written as a fraction of the theoretical maximum amount of product (1.0 means a 100% yield; for example, 0.34 means a 34% yield). (1) The reactants are [NH2:1][C:2]1[CH:7]=[CH:6][N:5]=[C:4]([C:8]2[CH:9]=[C:10]([CH2:15][NH:16][S:17]([CH3:20])(=[O:19])=[O:18])[CH:11]=[C:12]([F:14])[CH:13]=2)[C:3]=1[N+:21]([O-])=O.[NH4+].[Cl-]. The catalyst is CO.[Fe]. The product is [NH2:21][C:3]1[C:4]([C:8]2[CH:9]=[C:10]([CH:11]=[C:12]([F:14])[CH:13]=2)[CH2:15][NH:16][S:17]([CH3:20])(=[O:18])=[O:19])=[N:5][CH:6]=[CH:7][C:2]=1[NH2:1]. The yield is 0.805. (2) The reactants are [C:1]1([C:12]2[CH:17]=[CH:16][CH:15]=[CH:14][CH:13]=2)[CH:6]=[CH:5][C:4]([O:7][CH2:8][CH2:9][CH2:10]O)=[CH:3][CH:2]=1.C1(P(C2C=CC=CC=2)C2C=CC=CC=2)C=CC=CC=1.C(Br)(Br)(Br)[Br:38]. The catalyst is C(Cl)Cl. The product is [Br:38][CH2:10][CH2:9][CH2:8][O:7][C:4]1[CH:5]=[CH:6][C:1]([C:12]2[CH:17]=[CH:16][CH:15]=[CH:14][CH:13]=2)=[CH:2][CH:3]=1. The yield is 0.950. (3) The reactants are Cl[C:2]1[CH:7]=[C:6]([C:8]([NH:10][C:11]2[S:12][C:13]([N:21]3[CH2:26][CH2:25][O:24][CH2:23][CH2:22]3)=[C:14]([C:16]3[O:17][CH:18]=[CH:19][CH:20]=3)[N:15]=2)=[O:9])[CH:5]=[CH:4][N:3]=1.[NH:27]1[CH2:32][CH2:31][O:30][CH2:29][CH2:28]1. The catalyst is CN1C(=O)CCC1. The product is [O:17]1[CH:18]=[CH:19][CH:20]=[C:16]1[C:14]1[N:15]=[C:11]([NH:10][C:8]([C:6]2[CH:5]=[CH:4][N:3]=[C:2]([N:27]3[CH2:32][CH2:31][O:30][CH2:29][CH2:28]3)[CH:7]=2)=[O:9])[S:12][C:13]=1[N:21]1[CH2:26][CH2:25][O:24][CH2:23][CH2:22]1. The yield is 0.270.